This data is from Catalyst prediction with 721,799 reactions and 888 catalyst types from USPTO. The task is: Predict which catalyst facilitates the given reaction. (1) Reactant: Cl[C:2]1[CH:7]=[CH:6][C:5]([S:8]([C:11]2[CH:16]=[CH:15][CH:14]=[CH:13][CH:12]=2)(=[O:10])=[O:9])=[CH:4][N:3]=1.[NH2:17][NH2:18]. Product: [NH:17]([C:2]1[CH:7]=[CH:6][C:5]([S:8]([C:11]2[CH:16]=[CH:15][CH:14]=[CH:13][CH:12]=2)(=[O:10])=[O:9])=[CH:4][N:3]=1)[NH2:18]. The catalyst class is: 14. (2) Reactant: Cl[C:2]1[C:3]([C:13]([NH2:15])=[O:14])=[N:4][C:5]([C:9](O)([CH3:11])[CH3:10])=[C:6]([Cl:8])[N:7]=1.[CH3:16][N:17]1[CH2:22][CH2:21][N:20]([CH:23]2[CH2:28][CH2:27][N:26]([C:29]3[CH:35]=[CH:34][C:32]([NH2:33])=[CH:31][C:30]=3[C:36]([F:39])([F:38])[F:37])[CH2:25][CH2:24]2)[CH2:19][CH2:18]1.C(N(CC)C(C)C)(C)C.O1CCOCC1. Product: [Cl:8][C:6]1[N:7]=[C:2]([NH:33][C:32]2[CH:34]=[CH:35][C:29]([N:26]3[CH2:25][CH2:24][CH:23]([N:20]4[CH2:19][CH2:18][N:17]([CH3:16])[CH2:22][CH2:21]4)[CH2:28][CH2:27]3)=[C:30]([C:36]([F:39])([F:38])[F:37])[CH:31]=2)[C:3]([C:13]([NH2:15])=[O:14])=[N:4][C:5]=1[C:9]([CH3:11])=[CH2:10]. The catalyst class is: 86. (3) The catalyst class is: 1. Product: [C:1]([N:4]1[C:13]2[C:8](=[CH:9][C:10]([C:14]#[N:15])=[CH:11][CH:12]=2)[C@H:7]([NH:16][C:17]2[CH:22]=[CH:21][CH:20]=[C:19]([O:23][CH2:24][CH2:25][OH:26])[CH:18]=2)[C@@H:6]([CH3:34])[C@@H:5]1[CH:35]1[CH2:37][CH2:36]1)(=[O:3])[CH3:2]. Reactant: [C:1]([N:4]1[C:13]2[C:8](=[CH:9][C:10]([C:14]#[N:15])=[CH:11][CH:12]=2)[C@H:7]([NH:16][C:17]2[CH:22]=[CH:21][CH:20]=[C:19]([O:23][CH2:24][CH2:25][O:26][Si](C(C)(C)C)(C)C)[CH:18]=2)[C@@H:6]([CH3:34])[C@@H:5]1[CH:35]1[CH2:37][CH2:36]1)(=[O:3])[CH3:2].CCCC[N+](CCCC)(CCCC)CCCC.[F-]. (4) Reactant: [OH:1][N:2]1[C:6](=[O:7])[C:5]2=[CH:8][CH:9]=[CH:10][CH:11]=[C:4]2[C:3]1=[O:12].[CH2:13](Br)[C:14]#[CH:15].C(N(CC)CC)C. Product: [CH2:15]([O:1][N:2]1[C:3](=[O:12])[C:4]2[C:5](=[CH:8][CH:9]=[CH:10][CH:11]=2)[C:6]1=[O:7])[C:14]#[CH:13]. The catalyst class is: 3. (5) Reactant: [Br:1][C:2]1[C:3]([CH2:12][CH3:13])=[C:4]([N+:9]([O-:11])=[O:10])[C:5](N)=[N:6][CH:7]=1.N([O-])=[O:15].[Na+]. Product: [Br:1][C:2]1[C:3]([CH2:12][CH3:13])=[C:4]([N+:9]([O-:11])=[O:10])[C:5](=[O:15])[NH:6][CH:7]=1. The catalyst class is: 561. (6) Reactant: [CH3:1][CH:2](OS(C1C=CC(C)=CC=1)(=O)=O)[CH2:3][CH2:4][C:5]1[CH:10]=[CH:9][C:8]([C:11]2[CH:16]=[CH:15][N:14]=[C:13]([NH:17][CH:18]3[CH2:23][C:22]([CH3:25])([CH3:24])[NH:21][C:20]([CH3:27])([CH3:26])[CH2:19]3)[N:12]=2)=[CH:7][CH:6]=1.[C-:39]#[N:40].[Na+]. Product: [CH3:1][CH:2]([CH2:3][CH2:4][C:5]1[CH:6]=[CH:7][C:8]([C:11]2[CH:16]=[CH:15][N:14]=[C:13]([NH:17][CH:18]3[CH2:19][C:20]([CH3:27])([CH3:26])[NH:21][C:22]([CH3:24])([CH3:25])[CH2:23]3)[N:12]=2)=[CH:9][CH:10]=1)[C:39]#[N:40]. The catalyst class is: 3. (7) Reactant: [CH3:1][N:2]1[C:7](=[O:8])[C:6]([N:9]2[CH2:14][CH2:13][O:12][CH2:11][CH2:10]2)=[CH:5][C:4]([C:15]2[C:16]([CH3:25])=[N:17][CH:18]=[C:19]([C:21]([O:23]C)=[O:22])[CH:20]=2)=[CH:3]1.[OH-].[Li+].Cl. Product: [CH3:1][N:2]1[C:7](=[O:8])[C:6]([N:9]2[CH2:14][CH2:13][O:12][CH2:11][CH2:10]2)=[CH:5][C:4]([C:15]2[C:16]([CH3:25])=[N:17][CH:18]=[C:19]([C:21]([OH:23])=[O:22])[CH:20]=2)=[CH:3]1. The catalyst class is: 1. (8) Product: [C@@H:51]1([NH:50][C:48]([C:47]2[CH:61]=[CH:62][N:63]=[C:45]([C:34]3[CH:35]=[C:36]([N:39]4[CH2:40][CH2:41][CH2:42][CH2:43][CH2:44]4)[CH:37]=[CH:38][C:33]=3[NH:32][C:25]([C:24]3[CH:23]=[C:22]([CH2:21][CH2:20][CH2:19][O:18][CH2:17][CH2:16][O:15][CH2:14][CH2:13][O:12][CH2:11][CH2:10][O:9][CH2:8][CH2:7][C:6]([OH:5])=[O:31])[CH:30]=[CH:29][CH:28]=3)=[O:27])[CH:46]=2)=[O:49])[C:60]2[C:55](=[CH:56][CH:57]=[CH:58][CH:59]=2)[CH2:54][CH2:53][CH2:52]1. The catalyst class is: 112. Reactant: C([O:5][C:6](=[O:31])[CH2:7][CH2:8][O:9][CH2:10][CH2:11][O:12][CH2:13][CH2:14][O:15][CH2:16][CH2:17][O:18][CH2:19][CH2:20][CH2:21][C:22]1[CH:23]=[C:24]([CH:28]=[CH:29][CH:30]=1)[C:25]([OH:27])=O)(C)(C)C.[NH2:32][C:33]1[CH:38]=[CH:37][C:36]([N:39]2[CH2:44][CH2:43][CH2:42][CH2:41][CH2:40]2)=[CH:35][C:34]=1[C:45]1[CH:46]=[C:47]([CH:61]=[CH:62][N:63]=1)[C:48]([NH:50][C@@H:51]1[C:60]2[C:55](=[CH:56][CH:57]=[CH:58][CH:59]=2)[CH2:54][CH2:53][CH2:52]1)=[O:49].CCN=C=NCCCN(C)C.Cl.CO. (9) Reactant: [CH2:1]([O:5][CH2:6][C@@H:7]([C:19]([O:21][CH3:22])=[O:20])[NH:8]C(OCC1C=CC=CC=1)=O)[CH2:2][CH2:3][CH3:4]. The catalyst class is: 50. Product: [CH2:1]([O:5][CH2:6][C@@H:7]([C:19]([O:21][CH3:22])=[O:20])[NH2:8])[CH2:2][CH2:3][CH3:4].